From a dataset of Reaction yield outcomes from USPTO patents with 853,638 reactions. Predict the reaction yield, written as a fraction of the theoretical maximum amount of product (1.0 means a 100% yield; for example, 0.34 means a 34% yield). (1) The reactants are [Br:1][C:2]1[CH:12]=[CH:11][C:5]([O:6][CH2:7][C:8]([NH2:10])=[O:9])=[C:4]([C:13]#[N:14])[CH:3]=1.[NH:15]1[CH2:20][CH2:19][CH2:18][CH2:17][CH2:16]1.[NH2:21][C:22]1C=NC=C[CH:27]=1. No catalyst specified. The product is [Br:1][C:2]1[CH:12]=[CH:11][C:5]2[O:6][C:7]3[C:8](=[O:9])[NH:10][C:27]([CH2:22][NH:21][C:17]4[CH:16]=[N:15][CH:20]=[CH:19][CH:18]=4)=[N:14][C:13]=3[C:4]=2[CH:3]=1. The yield is 0.520. (2) The reactants are [NH2:1][C:2]1[CH:7]=[C:6]([Cl:8])[CH:5]=[CH:4][C:3]=1[SH:9].Br[CH2:11][CH2:12][C:13]1[C:14]([CH3:19])=[N:15][NH:16][C:17]=1[CH3:18].C([O-])([O-])=O.[K+].[K+]. The catalyst is CN(C=O)C. The product is [Cl:8][C:6]1[CH:5]=[CH:4][C:3]([S:9][CH2:11][CH2:12][C:13]2[C:14]([CH3:19])=[N:15][NH:16][C:17]=2[CH3:18])=[C:2]([NH2:1])[CH:7]=1. The yield is 0.740. (3) The reactants are [C:1]([OH:20])(=[O:19])[CH2:2][CH2:3][CH2:4][CH2:5][CH2:6][CH2:7][CH2:8]/[CH:9]=[CH:10]\[CH2:11]/[CH:12]=[CH:13]\[CH2:14][CH2:15][CH2:16][CH2:17][CH3:18].[OH:21][C@H:22]1[C@:28]2([CH2:40][OH:41])[CH2:29][CH2:30][CH:31]3[C@@:36]([CH3:37])([C@H:27]2[CH2:26][CH:25]=[C:24]([CH2:42]O)[CH2:23]1)[CH2:35][CH2:34][CH2:33][C:32]3([CH3:39])[CH3:38].C1CCC(N=C=NC2CCCCC2)CC1. The yield is 0.400. The product is [C:1]([O:20][CH2:42][C:24]1[CH2:23][CH:22]([OH:21])[C:28]2([CH2:40][OH:41])[CH2:29][CH2:30][CH:31]3[C:36]([CH3:37])([CH2:35][CH2:34][CH2:33][C:32]3([CH3:38])[CH3:39])[CH:27]2[CH2:26][CH:25]=1)(=[O:19])[CH2:2][CH2:3][CH2:4][CH2:5][CH2:6][CH2:7][CH2:8][CH:9]=[CH:10][CH2:11]/[CH:12]=[CH:13]\[CH2:14][CH2:15][CH2:16][CH2:17][CH3:18]. The catalyst is CN(C1C=CN=CC=1)C.C(Cl)Cl.